Dataset: Reaction yield outcomes from USPTO patents with 853,638 reactions. Task: Predict the reaction yield, written as a fraction of the theoretical maximum amount of product (1.0 means a 100% yield; for example, 0.34 means a 34% yield). (1) The reactants are O=[C:2]([N:15]1[CH2:20][CH2:19][NH:18][CH2:17][CH2:16]1)[CH2:3][CH2:4][C:5]1[C:13]2[C:12](=O)[CH2:11][CH2:10][CH2:9][C:8]=2[NH:7][CH:6]=1.[H-].[Al+3].[Li+].[H-].[H-].[H-].ClCCl.CO.N. The catalyst is O1CCOCC1.O1CCCC1. The product is [N:15]1([CH2:2][CH2:3][CH2:4][C:5]2[C:13]3[CH2:12][CH2:11][CH2:10][CH2:9][C:8]=3[NH:7][CH:6]=2)[CH2:20][CH2:19][NH:18][CH2:17][CH2:16]1. The yield is 0.790. (2) The reactants are [N:1]1[CH:6]=[CH:5][CH:4]=[C:3]([C:7]2[CH:12]=[CH:11][C:10]([OH:13])=[CH:9][CH:8]=2)[CH:2]=1.[C:14]([O:18][C:19]([N:21]1[CH2:25][CH2:24][CH2:23][C@@H:22]1[CH2:26][O:27][C:28]1[CH:33]=[CH:32][C:31](I)=[CH:30][CH:29]=1)=[O:20])([CH3:17])([CH3:16])[CH3:15].C(=O)([O-])[O-].[Cs+].[Cs+].Cl.CN(C)CC(O)=O. The catalyst is O1CCOCC1.CCOC(C)=O.O. The product is [C:14]([O:18][C:19]([N:21]1[CH2:25][CH2:24][CH2:23][C@@H:22]1[CH2:26][O:27][C:28]1[CH:29]=[CH:30][C:31]([O:13][C:10]2[CH:11]=[CH:12][C:7]([C:3]3[CH:2]=[N:1][CH:6]=[CH:5][CH:4]=3)=[CH:8][CH:9]=2)=[CH:32][CH:33]=1)=[O:20])([CH3:17])([CH3:15])[CH3:16]. The yield is 0.480. (3) The reactants are [Cl-].O[NH3+:3].[C:4](=[O:7])([O-])[OH:5].[Na+].CS(C)=O.[CH2:13]([N:20]1[C:25](=[O:26])[C:24]([CH2:27][C:28]2[CH:33]=[CH:32][C:31]([C:34]3[C:35]([C:40]#[N:41])=[CH:36][CH:37]=[CH:38][CH:39]=3)=[CH:30][CH:29]=2)=[C:23]([CH2:42][CH2:43][CH2:44][CH3:45])[N:22]=[C:21]1[CH3:46])[C:14]1[CH:19]=[CH:18][CH:17]=[CH:16][CH:15]=1. The catalyst is C(OCC)(=O)C. The product is [CH2:13]([N:20]1[C:25](=[O:26])[C:24]([CH2:27][C:28]2[CH:33]=[CH:32][C:31]([C:34]3[CH:39]=[CH:38][CH:37]=[CH:36][C:35]=3[C:40]3[NH:3][C:4](=[O:7])[O:5][N:41]=3)=[CH:30][CH:29]=2)=[C:23]([CH2:42][CH2:43][CH2:44][CH3:45])[N:22]=[C:21]1[CH3:46])[C:14]1[CH:15]=[CH:16][CH:17]=[CH:18][CH:19]=1. The yield is 0.490.